This data is from Catalyst prediction with 721,799 reactions and 888 catalyst types from USPTO. The task is: Predict which catalyst facilitates the given reaction. (1) Reactant: [CH2:1]([NH2:4])[C:2]#[CH:3].[C:5]1([N:11]=[C:12]=[O:13])[CH:10]=[CH:9][CH:8]=[CH:7][CH:6]=1. Product: [C:5]1([NH:11][C:12]([NH:4][CH2:1][C:2]#[CH:3])=[O:13])[CH:10]=[CH:9][CH:8]=[CH:7][CH:6]=1. The catalyst class is: 4. (2) The catalyst class is: 12. Reactant: [CH3:1][O:2][C:3]1[CH:8]=[CH:7][CH:6]=[CH:5][C:4]=1[C:9]1[N:10]([C:15]2[CH:20]=[CH:19][C:18]([CH3:21])=[CH:17][CH:16]=2)[C:11](=[S:14])[NH:12][N:13]=1.[C:22](#[N:25])[CH:23]=[CH2:24].C(OCC)(=O)C.CCCCCC. Product: [CH3:1][O:2][C:3]1[CH:8]=[CH:7][CH:6]=[CH:5][C:4]=1[C:9]1[N:10]([C:15]2[CH:16]=[CH:17][C:18]([CH3:21])=[CH:19][CH:20]=2)[C:11](=[S:14])[N:12]([CH2:24][CH2:23][C:22]#[N:25])[N:13]=1. (3) Reactant: [O:1]1[CH2:6][CH:5]=[C:4](B2OC(C)(C)C(C)(C)O2)[CH2:3][CH2:2]1.Cl[C:17]1[C:18]([O:23][C@H:24]2[CH2:29][CH2:28][C@H:27]([NH:30][C:31]3[S:32][C:33]4[CH:39]=[CH:38][CH:37]=[CH:36][C:34]=4[N:35]=3)[CH2:26][CH2:25]2)=[N:19][CH:20]=[CH:21][N:22]=1.C(=O)([O-])[O-].[Na+].[Na+]. Product: [O:1]1[CH2:6][CH:5]=[C:4]([C:17]2[C:18]([O:23][C@H:24]3[CH2:25][CH2:26][C@H:27]([NH:30][C:31]4[S:32][C:33]5[CH:39]=[CH:38][CH:37]=[CH:36][C:34]=5[N:35]=4)[CH2:28][CH2:29]3)=[N:19][CH:20]=[CH:21][N:22]=2)[CH2:3][CH2:2]1. The catalyst class is: 57. (4) Reactant: [CH3:1][O:2][C:3](=[O:24])[C@@H:4]1[CH2:8][C@H:7]([O:9][C:10]2[CH:15]=[CH:14][C:13]([Br:16])=[CH:12][CH:11]=2)[CH2:6][N:5]1C(OC(C)(C)C)=O.C(O)(C(F)(F)F)=O. Product: [CH3:1][O:2][C:3](=[O:24])[C@@H:4]1[CH2:8][C@H:7]([O:9][C:10]2[CH:15]=[CH:14][C:13]([Br:16])=[CH:12][CH:11]=2)[CH2:6][NH:5]1. The catalyst class is: 2. (5) Reactant: [CH3:1][CH2:2][OH:3].[K].Cl[C:6]1[C:7]([C:16]([F:19])([F:18])[F:17])=[CH:8][C:9]([N+:13]([O-:15])=[O:14])=[C:10]([NH2:12])[CH:11]=1.Cl. Product: [CH2:2]([O:3][C:6]1[C:7]([C:16]([F:17])([F:19])[F:18])=[CH:8][C:9]([N+:13]([O-:15])=[O:14])=[C:10]([NH2:12])[CH:11]=1)[CH3:1]. The catalyst class is: 6. (6) Reactant: [Cl:1][C:2]1[CH:7]=[C:6]([C:8]([F:11])([F:10])[F:9])[CH:5]=[C:4]([Cl:12])[C:3]=1[NH:13][C:14](=[NH:22])[C:15]([F:21])([F:20])[C:16]([F:19])([F:18])[F:17].[H-].[Na+].Cl[C:26]([O:28][CH3:29])=[O:27].O. Product: [CH3:29][O:28][C:26](=[O:27])[NH:22][C:14](=[N:13][C:3]1[C:2]([Cl:1])=[CH:7][C:6]([C:8]([F:10])([F:9])[F:11])=[CH:5][C:4]=1[Cl:12])[C:15]([F:20])([F:21])[C:16]([F:17])([F:18])[F:19]. The catalyst class is: 9.